Dataset: Full USPTO retrosynthesis dataset with 1.9M reactions from patents (1976-2016). Task: Predict the reactants needed to synthesize the given product. (1) Given the product [OH:6][C:4]1[N:13]([CH2:16][C:17]2[CH:22]=[CH:21][C:20]([O:23][CH3:24])=[CH:19][CH:18]=2)[N:14]=[N:15][C:3]=1[C:2]([O:10][CH2:11][CH3:12])=[O:9], predict the reactants needed to synthesize it. The reactants are: [Na].[C:2]([O:10][CH2:11][CH3:12])(=[O:9])[CH2:3][C:4]([O:6]CC)=O.[N:13]([CH2:16][C:17]1[CH:22]=[CH:21][C:20]([O:23][CH3:24])=[CH:19][CH:18]=1)=[N+:14]=[N-:15]. (2) Given the product [CH3:11][N:4]1[C:5]2[CH2:6][CH2:7][CH2:8][CH2:9][C:10]=2[C:2]([Sn:21]([CH2:23][CH2:24][CH2:25][CH3:26])([CH2:27][CH2:28][CH2:29][CH3:30])[CH2:17][CH2:18][CH2:19][CH3:20])=[N:3]1, predict the reactants needed to synthesize it. The reactants are: I[C:2]1[C:10]2[CH2:9][CH2:8][CH2:7][CH2:6][C:5]=2[N:4]([CH3:11])[N:3]=1.C([Mg]Cl)(C)C.[CH2:17]([Sn:21]([CH2:27][CH2:28][CH2:29][CH3:30])([CH2:23][CH2:24][CH2:25][CH3:26])Cl)[CH2:18][CH2:19][CH3:20]. (3) Given the product [NH2:1][C:2]1[N:7]([CH3:8])[C:6](=[O:9])[CH:5]=[C:4]([CH2:10][CH2:11][C:12]2[CH:17]=[CH:16][CH:15]=[CH:14][C:13]=2[Br:19])[N:3]=1, predict the reactants needed to synthesize it. The reactants are: [NH2:1][C:2]1[N:7]([CH3:8])[C:6](=[O:9])[CH:5]=[C:4]([CH2:10][CH2:11][C:12]2[CH:17]=[CH:16][CH:15]=[C:14](Br)[CH:13]=2)[N:3]=1.[Br:19]C1C=CC=CC=1CCC(O)=O. (4) The reactants are: [C:1]1([C:7]2([CH3:15])[CH2:12][N:11]([CH3:13])[C:10](=[O:14])[NH:9][CH2:8]2)[CH2:6][CH2:5][CH2:4][CH2:3][CH:2]=1.[H-].[Na+].[CH2:18]1[O:26][CH:19]1[C:20]1[CH:25]=[CH:24][CH:23]=[CH:22][CH:21]=1. Given the product [C:1]1([C:7]2([CH3:15])[CH2:8][N:9]([CH2:18][CH:19]([OH:26])[C:20]3[CH:25]=[CH:24][CH:23]=[CH:22][CH:21]=3)[C:10](=[O:14])[N:11]([CH3:13])[CH2:12]2)[CH2:6][CH2:5][CH2:4][CH2:3][CH:2]=1, predict the reactants needed to synthesize it. (5) Given the product [CH2:11]([O:15][N:16]=[CH:6][C:5]1[CH:8]=[CH:9][C:2]([F:1])=[CH:3][CH:4]=1)[CH:12]([CH3:14])[CH3:13], predict the reactants needed to synthesize it. The reactants are: [F:1][C:2]1[CH:9]=[CH:8][C:5]([CH:6]=O)=[CH:4][CH:3]=1.Cl.[CH2:11]([O:15][NH2:16])[CH:12]([CH3:14])[CH3:13]. (6) Given the product [CH2:16]([N:23]1[CH:27]=[C:26]([C:2]2[C:11]3[C:6](=[CH:7][C:8]([O:14][CH3:15])=[C:9]([O:12][CH3:13])[CH:10]=3)[N:5]=[CH:4][N:3]=2)[CH:25]=[N:24]1)[C:17]1[CH:22]=[CH:21][CH:20]=[CH:19][CH:18]=1, predict the reactants needed to synthesize it. The reactants are: Cl[C:2]1[C:11]2[C:6](=[CH:7][C:8]([O:14][CH3:15])=[C:9]([O:12][CH3:13])[CH:10]=2)[N:5]=[CH:4][N:3]=1.[CH2:16]([N:23]1[CH:27]=[C:26](B(O)O)[CH:25]=[N:24]1)[C:17]1[CH:22]=[CH:21][CH:20]=[CH:19][CH:18]=1.C(=O)([O-])[O-].[Na+].[Na+]. (7) Given the product [NH2:27][CH2:26][C:3]1[CH:4]=[CH:5][C:6]([C:8]2[CH2:12][C:11]([C:17]3[CH:22]=[C:21]([Br:23])[C:20]([F:24])=[C:19]([Br:25])[CH:18]=3)([C:13]([F:16])([F:15])[F:14])[O:10][N:9]=2)=[CH:7][C:2]=1[Cl:1], predict the reactants needed to synthesize it. The reactants are: [Cl:1][C:2]1[CH:7]=[C:6]([C:8]2[CH2:12][C:11]([C:17]3[CH:22]=[C:21]([Br:23])[C:20]([F:24])=[C:19]([Br:25])[CH:18]=3)([C:13]([F:16])([F:15])[F:14])[O:10][N:9]=2)[CH:5]=[CH:4][C:3]=1[CH2:26][N:27]1C(=O)C2=CC=CC=C2C1=O.O.NN. (8) Given the product [CH3:10][C:6]([C:11]1[CH:16]=[CH:15][C:14]([N+:17]([O-:19])=[O:18])=[CH:13][CH:12]=1)([CH3:5])[C:7]([O:9][CH2:22][CH2:21][Br:20])=[O:8], predict the reactants needed to synthesize it. The reactants are: S(Cl)(Cl)=O.[CH3:5][C:6]([C:11]1[CH:16]=[CH:15][C:14]([N+:17]([O-:19])=[O:18])=[CH:13][CH:12]=1)([CH3:10])[C:7]([OH:9])=[O:8].[Br:20][CH2:21][CH2:22]O. (9) Given the product [Cl:1][C:2]1[C:9]([O:10][Si:21]([C:34]([CH3:37])([CH3:36])[CH3:35])([C:28]2[CH:29]=[CH:30][CH:31]=[CH:32][CH:33]=2)[C:22]2[CH:27]=[CH:26][CH:25]=[CH:24][CH:23]=2)=[CH:8][CH:7]=[C:6]([F:12])[C:3]=1[CH:4]=[O:5], predict the reactants needed to synthesize it. The reactants are: [Cl:1][C:2]1[C:9]([O:10]C)=[CH:8][CH:7]=[C:6]([F:12])[C:3]=1[CH:4]=[O:5].ClC1C(O[Si:21]([C:34]([CH3:37])([CH3:36])[CH3:35])([C:28]2[CH:33]=[CH:32][CH:31]=[CH:30][CH:29]=2)[C:22]2[CH:27]=[CH:26][CH:25]=[CH:24][CH:23]=2)=C(F)C=CC=1[C@@H](O)C.